Dataset: Retrosynthesis with 50K atom-mapped reactions and 10 reaction types from USPTO. Task: Predict the reactants needed to synthesize the given product. Given the product CC(=O)N1CCC(CN(C)c2nc3ccccc3s2)CC1, predict the reactants needed to synthesize it. The reactants are: CC(=O)N1CCC(CNc2nc3ccccc3s2)CC1.CI.